Dataset: Forward reaction prediction with 1.9M reactions from USPTO patents (1976-2016). Task: Predict the product of the given reaction. (1) Given the reactants [CH3:1][N:2]1[C:11]2[C:6](=[CH:7][N:8]=[C:9]([CH3:12])[CH:10]=2)[CH:5]=[C:4]([C:13]2[CH:14]=[C:15]([NH:20][C:21]([NH:23][C:24](=[O:31])[C:25]3[CH:30]=[CH:29][CH:28]=[CH:27][CH:26]=3)=[S:22])[CH:16]=[CH:17][C:18]=2[CH3:19])[C:3]1=[O:32].[OH-].[Na+].[CH3:35]I, predict the reaction product. The product is: [C:24](/[N:23]=[C:21](\[S:22][CH3:35])/[NH:20][C:15]1[CH:16]=[CH:17][C:18]([CH3:19])=[C:13]([C:4]2[C:3](=[O:32])[N:2]([CH3:1])[C:11]3[C:6]([CH:5]=2)=[CH:7][N:8]=[C:9]([CH3:12])[CH:10]=3)[CH:14]=1)(=[O:31])[C:25]1[CH:26]=[CH:27][CH:28]=[CH:29][CH:30]=1. (2) The product is: [C:3]1([C:2](=[C:9]2[CH2:14][CH2:13][N:12]([C:15](=[O:31])[C:16]([C:18]3[C:26]4[C:21](=[C:22]([O:29][CH3:30])[N:23]=[CH:24][C:25]=4[O:27][CH3:28])[NH:20][CH:19]=3)=[O:17])[CH2:11][CH2:10]2)[C:37]#[C:36][Si:33]([CH3:35])([CH3:34])[CH3:32])[CH:8]=[CH:7][CH:6]=[CH:5][CH:4]=1. Given the reactants Br[C:2](=[C:9]1[CH2:14][CH2:13][N:12]([C:15](=[O:31])[C:16]([C:18]2[C:26]3[C:21](=[C:22]([O:29][CH3:30])[N:23]=[CH:24][C:25]=3[O:27][CH3:28])[NH:20][CH:19]=2)=[O:17])[CH2:11][CH2:10]1)[C:3]1[CH:8]=[CH:7][CH:6]=[CH:5][CH:4]=1.[CH3:32][Si:33]([C:36]#[CH:37])([CH3:35])[CH3:34], predict the reaction product. (3) Given the reactants [CH:1]([C:4]1[CH:9]=[CH:8][N:7]=[CH:6][CH:5]=1)([CH3:3])[CH3:2].[OH:10]O.C(Cl)(Cl)Cl.O, predict the reaction product. The product is: [CH:1]([C:4]1[CH:9]=[CH:8][N+:7]([O-:10])=[CH:6][CH:5]=1)([CH3:3])[CH3:2]. (4) The product is: [NH2:1][C:2]1[CH:7]=[CH:6][C:5]([S:8](=[O:9])(=[O:10])[NH:11][C:12]2[CH:13]=[CH:14][C:15]3[CH2:19][O:18][B:17]([OH:20])[C:16]=3[CH:21]=2)=[C:4]([CH:3]=1)[CH2:22][NH:23][C:25](=[O:26])[O:27][CH2:28][CH:29]([CH3:31])[CH3:30]. Given the reactants [NH2:1][C:2]1[CH:7]=[CH:6][C:5]([S:8]([NH:11][C:12]2[CH:13]=[CH:14][C:15]3[CH2:19][O:18][B:17]([OH:20])[C:16]=3[CH:21]=2)(=[O:10])=[O:9])=[C:4]([CH2:22][NH2:23])[CH:3]=1.Cl[C:25]([O:27][CH2:28][CH:29]([CH3:31])[CH3:30])=[O:26], predict the reaction product. (5) Given the reactants [NH:1]1[CH2:5][CH2:4][CH2:3][CH2:2]1.C[N:7]1CCCC1=O.Br[CH2:14][CH2:15][CH2:16][C:17]([NH:19][C:20]1[CH:25]=[CH:24][CH:23]=[C:22]([C:26]2[CH:31]=[CH:30][N:29]=[C:28]([NH:32][CH2:33][CH2:34][C:35]3[CH:40]=[CH:39][C:38]([O:41][CH3:42])=[C:37]([O:43][CH3:44])[CH:36]=3)[N:27]=2)[CH:21]=1)=[O:18], predict the reaction product. The product is: [CH3:44][O:43][C:37]1[CH:36]=[C:35]([CH2:34][CH2:33][NH:32][C:28]2[N:27]=[C:26]([C:22]3[CH:21]=[C:20]([NH:19][C:17](=[O:18])[CH2:16][CH2:15][CH2:14][N:7]4[CH:4]=[CH:3][CH:2]=[N:1][CH2:5]4)[CH:25]=[CH:24][CH:23]=3)[CH:31]=[CH:30][N:29]=2)[CH:40]=[CH:39][C:38]=1[O:41][CH3:42]. (6) The product is: [F:11][C:8]1[CH:9]=[CH:10][C:5]([C:3]2[N:17]=[C:16]([NH:15][C:12](=[O:14])[CH3:13])[NH:18][CH:2]=2)=[CH:6][CH:7]=1. Given the reactants Br[CH2:2][C:3]([C:5]1[CH:10]=[CH:9][C:8]([F:11])=[CH:7][CH:6]=1)=O.[C:12]([NH:15][C:16]([NH2:18])=[NH:17])(=[O:14])[CH3:13], predict the reaction product. (7) Given the reactants [CH2:1]([N:3]([C:22]1[CH:27]=[CH:26][C:25]([C:28]([O:30][CH3:31])=[O:29])=[CH:24][CH:23]=1)[S:4]([C:7]1[CH:8]=[C:9]([CH:19]=[CH:20][CH:21]=1)[C:10]([O:12]CC[Si](C)(C)C)=[O:11])(=[O:6])=[O:5])[CH3:2].CCCC[N+](CCCC)(CCCC)CCCC.[F-].Cl, predict the reaction product. The product is: [CH2:1]([N:3]([C:22]1[CH:23]=[CH:24][C:25]([C:28]([O:30][CH3:31])=[O:29])=[CH:26][CH:27]=1)[S:4]([C:7]1[CH:8]=[C:9]([CH:19]=[CH:20][CH:21]=1)[C:10]([OH:12])=[O:11])(=[O:6])=[O:5])[CH3:2].